Task: Predict the reactants needed to synthesize the given product.. Dataset: Retrosynthesis with 50K atom-mapped reactions and 10 reaction types from USPTO (1) Given the product CC[N+](C)(C)CCCCCCO, predict the reactants needed to synthesize it. The reactants are: CCN(C)C.OCCCCCCCl. (2) Given the product O=C(O)CC1CCN(C(=O)CC2OC(c3cccc4ccccc34)c3cc(Cl)ccc3-n3cccc32)CC1, predict the reactants needed to synthesize it. The reactants are: CCOC(=O)CC1CCN(C(=O)CC2OC(c3cccc4ccccc34)c3cc(Cl)ccc3-n3cccc32)CC1. (3) Given the product N#Cc1ccc(C=O)c(O)c1, predict the reactants needed to synthesize it. The reactants are: COc1cc(C#N)ccc1C=O. (4) Given the product CC(C)(C)OC(=O)N1CCc2ccc(F)cc21, predict the reactants needed to synthesize it. The reactants are: CC(C)(C)OC(=O)OC(=O)OC(C)(C)C.Fc1ccc2c(c1)NCC2. (5) Given the product C1=C(c2cccs2)CNC1, predict the reactants needed to synthesize it. The reactants are: CC(C)(C)OC(=O)N1CC=C(c2cccs2)C1. (6) Given the product CON(C)C(=O)Cc1ccc(Nc2ncnc(N)c2-c2ccc(Oc3ccccc3)cc2)cc1, predict the reactants needed to synthesize it. The reactants are: CNOC.Nc1ncnc(Nc2ccc(CC(=O)O)cc2)c1-c1ccc(Oc2ccccc2)cc1. (7) Given the product CC(C)(C)OC(=O)Nc1sc2ccccc2c1-c1nc(C2CC2)no1, predict the reactants needed to synthesize it. The reactants are: CC(C)(C)OC(=O)Nc1sc2ccccc2c1C(=O)ON=C(N)C1CC1. (8) Given the product CC(C)(C)OC(=O)N1CCC(n2ncc3c(N4CCOCC4)nc(-c4ccc([N+](=O)[O-])cc4)nc32)CC1, predict the reactants needed to synthesize it. The reactants are: CC(C)(C)OC(=O)N1CCC(n2ncc3c(N4CCOCC4)nc(Cl)nc32)CC1.CC1(C)OB(c2ccc([N+](=O)[O-])cc2)OC1(C)C. (9) Given the product CN(C)C(CN1CCN(c2ccc(F)cc2)CC1)CN1c2cccc3cccc(c23)S1(=O)=O, predict the reactants needed to synthesize it. The reactants are: CNC.O=S1(=O)c2cccc3cccc(c23)N1CC(Br)CN1CCN(c2ccc(F)cc2)CC1.